This data is from Forward reaction prediction with 1.9M reactions from USPTO patents (1976-2016). The task is: Predict the product of the given reaction. (1) Given the reactants [Cl:1][C:2]1[CH:7]=[CH:6][C:5]([S:8](Cl)(=[O:10])=[O:9])=[CH:4][CH:3]=1.C(N(CC)CC)C.[NH:19]1[CH2:24][CH2:23][CH:22]([CH2:25][N:26]2[C:34]3[C:29](=[CH:30][C:31]([C:35]4[CH:36]=[N:37][N:38]([CH:40]5[CH2:45][CH2:44][CH2:43][CH2:42][O:41]5)[CH:39]=4)=[CH:32][CH:33]=3)[CH:28]=[CH:27]2)[CH2:21][CH2:20]1.CO, predict the reaction product. The product is: [Cl:1][C:2]1[CH:7]=[CH:6][C:5]([S:8]([N:19]2[CH2:24][CH2:23][CH:22]([CH2:25][N:26]3[C:34]4[C:29](=[CH:30][C:31]([C:35]5[CH:36]=[N:37][N:38]([CH:40]6[CH2:45][CH2:44][CH2:43][CH2:42][O:41]6)[CH:39]=5)=[CH:32][CH:33]=4)[CH:28]=[CH:27]3)[CH2:21][CH2:20]2)(=[O:10])=[O:9])=[CH:4][CH:3]=1. (2) Given the reactants [NH3:1].C([O:4][C:5]([C:7]1[N:11]2[CH:12]=[C:13]([C:16]3[C:20]([C:21]4[CH:26]=[CH:25][CH:24]=[CH:23][N:22]=4)=[N:19][N:18]4[CH2:27][CH2:28][CH2:29][C:17]=34)[CH:14]=[CH:15][C:10]2=[N:9][CH:8]=1)=O)C.ClCCl.CO, predict the reaction product. The product is: [N:22]1[CH:23]=[CH:24][CH:25]=[CH:26][C:21]=1[C:20]1[C:16]([C:13]2[CH:14]=[CH:15][C:10]3[N:11]([C:7]([C:5]([NH2:1])=[O:4])=[CH:8][N:9]=3)[CH:12]=2)=[C:17]2[CH2:29][CH2:28][CH2:27][N:18]2[N:19]=1. (3) Given the reactants Br[C:2]1[N:7]=[C:6]([C:8]2[CH2:13][CH2:12][C:11]([CH3:15])([CH3:14])[CH2:10][CH:9]=2)[C:5]([NH:16][C:17]([C:19]2[NH:20][C:21]([C:24]#[N:25])=[CH:22][N:23]=2)=[O:18])=[CH:4][CH:3]=1.[C:26]1(=[O:31])[CH2:30][CH2:29][CH2:28][CH2:27]1, predict the reaction product. The product is: [CH3:14][C:11]1([CH3:15])[CH2:12][CH2:13][C:8]([C:6]2[C:5]([NH:16][C:17]([C:19]3[NH:23][CH:22]=[C:21]([C:24]#[N:25])[N:20]=3)=[O:18])=[CH:4][CH:3]=[C:2]([C:26]3([OH:31])[CH2:30][CH2:29][CH2:28][CH2:27]3)[N:7]=2)=[CH:9][CH2:10]1. (4) The product is: [Br:15][C:9]1[S:5][CH:6]=[C:7]([C:10]([O:12][CH2:13][CH3:14])=[O:11])[CH:8]=1. Given the reactants [Cl-].[Al+3].[Cl-].[Cl-].[S:5]1[CH:9]=[CH:8][C:7]([C:10]([O:12][CH2:13][CH3:14])=[O:11])=[CH:6]1.[Br:15]Br, predict the reaction product. (5) Given the reactants [CH2:1]([C:3]1[CH:4]=[N:5][CH:6]=[CH:7][CH:8]=1)[CH3:2].N(C(C)(C)C#N)=NC(C)(C)C#N.[Br:21]N1C(=O)CCC1=O, predict the reaction product. The product is: [Br:21][CH:1]([C:3]1[CH:4]=[N:5][CH:6]=[CH:7][CH:8]=1)[CH3:2]. (6) The product is: [CH3:32][O:33][C:34]1[CH:35]=[C:36]([S:40][C:41]2[CH:42]=[CH:43][C:44]([CH2:45][NH:46][C:4](=[O:6])[C:3]3[CH:7]=[CH:8][CH:9]=[N:10][C:2]=3[NH2:1])=[CH:47][CH:48]=2)[CH:37]=[CH:38][CH:39]=1. Given the reactants [NH2:1][C:2]1[N:10]=[CH:9][CH:8]=[CH:7][C:3]=1[C:4]([OH:6])=O.ON1C2C=CC=CC=2N=N1.CCN=C=NCCCN(C)C.[CH3:32][O:33][C:34]1[CH:35]=[C:36]([S:40][C:41]2[CH:48]=[CH:47][C:44]([CH2:45][NH2:46])=[CH:43][CH:42]=2)[CH:37]=[CH:38][CH:39]=1.C(=O)(O)[O-].[Na+], predict the reaction product. (7) Given the reactants [NH:1]1[CH2:6][CH2:5][CH:4]([N:7]2[CH2:12][CH2:11][CH:10]([N:13]3[C@@H:22]4[C@H:17]([CH2:18][CH2:19][CH2:20][CH2:21]4)[O:16][CH2:15][C:14]3=[O:23])[CH2:9][CH2:8]2)[CH2:3][CH2:2]1.[CH3:24][N:25]1[CH:29]=[CH:28][CH:27]=[C:26]1[C:30](O)=[O:31].CN(C(ON1N=NC2C=CC=NC1=2)=[N+](C)C)C.F[P-](F)(F)(F)(F)F.C(N(C(C)C)CC)(C)C, predict the reaction product. The product is: [CH3:24][N:25]1[CH:29]=[CH:28][CH:27]=[C:26]1[C:30]([N:1]1[CH2:6][CH2:5][CH:4]([N:7]2[CH2:8][CH2:9][CH:10]([N:13]3[C@@H:22]4[C@H:17]([CH2:18][CH2:19][CH2:20][CH2:21]4)[O:16][CH2:15][C:14]3=[O:23])[CH2:11][CH2:12]2)[CH2:3][CH2:2]1)=[O:31]. (8) The product is: [NH2:2][CH:3]1[C:10](=[O:11])[N:9]2[CH:4]1[S:5][CH2:6][C:7]([S:40][C:35]1[CH:36]=[C:37]([NH2:39])[N:38]=[C:33]([NH2:32])[N:34]=1)=[C:8]2[C:12]([O:14][CH:15]([C:22]1[CH:23]=[CH:24][CH:25]=[CH:26][CH:27]=1)[C:16]1[CH:21]=[CH:20][CH:19]=[CH:18][CH:17]=1)=[O:13]. Given the reactants Cl.[NH2:2][C@@H:3]1[C:10](=[O:11])[N:9]2[C@@H:4]1[S:5][CH2:6][C:7](OSOC)=[C:8]2[C:12]([O:14][CH:15]([C:22]1[CH:27]=[CH:26][CH:25]=[CH:24][CH:23]=1)[C:16]1[CH:21]=[CH:20][CH:19]=[CH:18][CH:17]=1)=[O:13].[NH2:32][C:33]1[N:38]=[C:37]([NH2:39])[CH:36]=[C:35]([SH:40])[N:34]=1.CCOCC, predict the reaction product. (9) Given the reactants [Br:1][C:2]1[C:3](=[O:21])[N:4]([CH2:9][C:10]2[CH:20]=[CH:19][C:13]3[O:14][C:15]([F:18])([F:17])[O:16][C:12]=3[CH:11]=2)[C:5](=[O:8])[NH:6][N:7]=1.[C:22]([NH:25][C:26]1[CH:27]=[C:28](B(O)O)[CH:29]=[CH:30][CH:31]=1)(=[O:24])[CH3:23].N1C=CC=CC=1.C([O-])(O)=O.[Na+], predict the reaction product. The product is: [Br:1][C:2]1[C:3](=[O:21])[N:4]([CH2:9][C:10]2[CH:20]=[CH:19][C:13]3[O:14][C:15]([F:17])([F:18])[O:16][C:12]=3[CH:11]=2)[C:5](=[O:8])[N:6]([C:30]2[CH:31]=[C:26]([NH:25][C:22](=[O:24])[CH3:23])[CH:27]=[CH:28][CH:29]=2)[N:7]=1.